From a dataset of Catalyst prediction with 721,799 reactions and 888 catalyst types from USPTO. Predict which catalyst facilitates the given reaction. Reactant: CC(OI1(OC(C)=O)(OC(C)=O)OC(=O)C2C=CC=CC1=2)=O.[OH:23][CH2:24][CH2:25][CH2:26][CH2:27][C:28]([O:30][CH3:31])=[O:29]. Product: [O:23]=[CH:24][CH2:25][CH2:26][CH2:27][C:28]([O:30][CH3:31])=[O:29]. The catalyst class is: 2.